This data is from Full USPTO retrosynthesis dataset with 1.9M reactions from patents (1976-2016). The task is: Predict the reactants needed to synthesize the given product. (1) Given the product [NH:25]([CH:3]([C:17]1[CH:22]=[CH:21][CH:20]=[CH:19][CH:18]=1)[N:4]1[CH2:5][CH2:6][N:7]([C:10]([O:12][C:13]([CH3:16])([CH3:14])[CH3:15])=[O:11])[CH2:8][CH2:9]1)[C:23]#[N:24], predict the reactants needed to synthesize it. The reactants are: C([CH:3]([C:17]1[CH:22]=[CH:21][CH:20]=[CH:19][CH:18]=1)[N:4]1[CH2:9][CH2:8][N:7]([C:10]([O:12][C:13]([CH3:16])([CH3:15])[CH3:14])=[O:11])[CH2:6][CH2:5]1)#N.[C:23]([NH2:25])#[N:24]. (2) Given the product [CH:7]1([C@@H:5]2[N:4]([C:12]3[CH:19]=[CH:18][C:15]([C:16]#[N:17])=[C:14]([CH3:20])[N:13]=3)[N:3]=[C:2]([C:26]3[CH:25]=[C:24]([CH3:37])[C:23]([OH:38])=[C:22]([CH3:21])[CH:27]=3)[CH2:6]2)[CH2:11][CH2:10][CH2:9][CH2:8]1, predict the reactants needed to synthesize it. The reactants are: Cl[C:2]1[CH2:6][C@H:5]([CH:7]2[CH2:11][CH2:10][CH2:9][CH2:8]2)[N:4]([C:12]2[CH:19]=[CH:18][C:15]([C:16]#[N:17])=[C:14]([CH3:20])[N:13]=2)[N:3]=1.[CH3:21][C:22]1[CH:27]=[C:26](B2OC(C)(C)C(C)(C)O2)[CH:25]=[C:24]([CH3:37])[C:23]=1[OH:38]. (3) Given the product [CH3:11][C:7]1[C:6]2[C:2]([NH:12][CH2:13][CH2:14][CH2:15][NH2:16])=[N:3][S:4][C:5]=2[CH:10]=[CH:9][CH:8]=1, predict the reactants needed to synthesize it. The reactants are: Br[C:2]1[C:6]2[C:7]([CH3:11])=[CH:8][CH:9]=[CH:10][C:5]=2[S:4][N:3]=1.[NH2:12][CH2:13][CH2:14][CH2:15][NH2:16]. (4) Given the product [Si:26]([O:33][CH2:34][C:35]12[CH2:42][CH:41]3[CH2:40][CH:39]([CH2:38][C:37]([CH2:45][O:46][C:47]4[C:56]([Cl:57])=[CH:55][C:50]([C:51]([OH:53])=[O:52])=[C:49]([F:58])[CH:48]=4)([CH2:43]3)[CH2:36]1)[CH2:44]2)([C:29]([CH3:32])([CH3:31])[CH3:30])([CH3:28])[CH3:27], predict the reactants needed to synthesize it. The reactants are: C12(COC3C(C4CC4)=CC(C(OC)=O)=CN=3)CC3CC(CC(C3)C1)C2.[Si:26]([O:33][CH2:34][C:35]12[CH2:44][CH:39]3[CH2:40][CH:41]([CH2:43][C:37]([CH2:45][O:46][C:47]4[C:56]([Cl:57])=[CH:55][C:50]([C:51]([O:53]C)=[O:52])=[C:49]([F:58])[CH:48]=4)([CH2:38]3)[CH2:36]1)[CH2:42]2)([C:29]([CH3:32])([CH3:31])[CH3:30])([CH3:28])[CH3:27].